This data is from Forward reaction prediction with 1.9M reactions from USPTO patents (1976-2016). The task is: Predict the product of the given reaction. (1) Given the reactants Br[C:2]1[CH:7]=[CH:6][C:5]([N:8]2[CH:12]=[C:11]([C:13]([OH:16])([CH3:15])[CH3:14])[N:10]=[C:9]2[C:17]2[CH:22]=[CH:21][CH:20]=[CH:19][C:18]=2[CH:23]([CH3:25])[CH3:24])=[CH:4][CH:3]=1.[CH3:26][S:27]([C:30]1[CH:31]=[C:32](B(O)O)[CH:33]=[CH:34][CH:35]=1)(=[O:29])=[O:28].C([O-])([O-])=O.[K+].[K+].COCCOC, predict the reaction product. The product is: [CH:23]([C:18]1[CH:19]=[CH:20][CH:21]=[CH:22][C:17]=1[C:9]1[N:8]([C:5]2[CH:6]=[CH:7][C:2]([C:34]3[CH:33]=[CH:32][CH:31]=[C:30]([S:27]([CH3:26])(=[O:29])=[O:28])[CH:35]=3)=[CH:3][CH:4]=2)[CH:12]=[C:11]([C:13]([OH:16])([CH3:15])[CH3:14])[N:10]=1)([CH3:25])[CH3:24]. (2) Given the reactants [Cl:1][C:2]1[CH:7]=[CH:6][C:5]([CH:8]([C:10]2[CH:15]=[CH:14][C:13]([Cl:16])=[C:12]([Cl:17])[CH:11]=2)O)=[CH:4][CH:3]=1.S(Cl)([Cl:20])=O, predict the reaction product. The product is: [Cl:16][C:13]1[CH:14]=[CH:15][C:10]([CH:8]([Cl:20])[C:5]2[CH:6]=[CH:7][C:2]([Cl:1])=[CH:3][CH:4]=2)=[CH:11][C:12]=1[Cl:17]. (3) Given the reactants [OH:1][C:2]1[CH:9]=[CH:8][C:5]([CH:6]=[O:7])=[C:4]([O:10][CH3:11])[CH:3]=1.Br[CH2:13][CH2:14][CH2:15][CH3:16].P([O-])(O)(O)=[O:18].[Na+].S(=O)(=O)(O)O.Cl([O-])=O.[Na+].S([O-])([O-])=O.[Na+].[Na+].Cl, predict the reaction product. The product is: [CH2:13]([O:1][C:2]1[CH:9]=[CH:8][C:5]([C:6]([OH:18])=[O:7])=[C:4]([O:10][CH3:11])[CH:3]=1)[CH2:14][CH2:15][CH3:16]. (4) Given the reactants [NH:1]1[C:5]2=[CH:6][N:7]=[CH:8][CH:9]=[C:4]2[CH:3]=[CH:2]1.C([Mg]Cl)(C)C.[CH2:15]([O:17][C:18](=[O:32])[C:19](=[CH:25][C:26]1[CH:31]=[CH:30][CH:29]=[CH:28][CH:27]=1)[C:20]([O:22][CH2:23][CH3:24])=[O:21])[CH3:16], predict the reaction product. The product is: [CH2:23]([O:22][C:20](=[O:21])[CH:19]([CH:25]([C:26]1[CH:27]=[CH:28][CH:29]=[CH:30][CH:31]=1)[C:3]1[C:4]2[C:5](=[CH:6][N:7]=[CH:8][CH:9]=2)[NH:1][CH:2]=1)[C:18]([O:17][CH2:15][CH3:16])=[O:32])[CH3:24]. (5) Given the reactants [N:1]1[CH:6]=[CH:5][CH:4]=[N:3][C:2]=1[NH:7][CH2:8][CH2:9][O:10][C:11]1[CH:24]=[CH:23][C:14]([CH:15]=[C:16]2[S:20][C:19](=[O:21])[NH:18][C:17]2=[O:22])=[CH:13][CH:12]=1.[H][H], predict the reaction product. The product is: [N:1]1[CH:6]=[CH:5][CH:4]=[N:3][C:2]=1[NH:7][CH2:8][CH2:9][O:10][C:11]1[CH:24]=[CH:23][C:14]([CH2:15][CH:16]2[S:20][C:19](=[O:21])[NH:18][C:17]2=[O:22])=[CH:13][CH:12]=1. (6) Given the reactants [CH2:1]([O:8][C:9]1[C:14]2[S:15][C@@H:16]([C:22]3[CH:27]=[CH:26][C:25]([O:28][CH3:29])=[CH:24][CH:23]=3)[C@@H:17]([OH:21])[C:18](=[O:20])[NH:19][C:13]=2[CH:12]=[CH:11][CH:10]=1)[C:2]1[CH:7]=[CH:6][CH:5]=[CH:4][CH:3]=1.[H-].[Na+].Cl.[CH3:33][N:34]([CH3:38])[CH2:35][CH2:36]Cl.C([O-])(O)=O.[Na+], predict the reaction product. The product is: [CH2:1]([O:8][C:9]1[C:14]2[S:15][C@@H:16]([C:22]3[CH:23]=[CH:24][C:25]([O:28][CH3:29])=[CH:26][CH:27]=3)[C@@H:17]([OH:21])[C:18](=[O:20])[N:19]([CH2:36][CH2:35][N:34]([CH3:38])[CH3:33])[C:13]=2[CH:12]=[CH:11][CH:10]=1)[C:2]1[CH:7]=[CH:6][CH:5]=[CH:4][CH:3]=1. (7) Given the reactants [CH3:1][C:2]12[CH2:12][C:6]3([O:13][CH2:14][CH2:15][OH:16])[CH2:7][C:8]([CH3:11])([CH2:10][C:4]([CH2:17][N:18]4[C:22]([CH3:23])=[C:21]([I:24])[CH:20]=[N:19]4)([CH2:5]3)[CH2:3]1)[CH2:9]2.C(N(CC)CC)C.[CH3:32][S:33](Cl)(=[O:35])=[O:34], predict the reaction product. The product is: [CH3:32][S:33]([O:16][CH2:15][CH2:14][O:13][C:6]12[CH2:12][C:2]3([CH3:1])[CH2:9][C:8]([CH3:11])([CH2:10][C:4]([CH2:17][N:18]4[C:22]([CH3:23])=[C:21]([I:24])[CH:20]=[N:19]4)([CH2:3]3)[CH2:5]1)[CH2:7]2)(=[O:35])=[O:34].